This data is from Peptide-MHC class I binding affinity with 185,985 pairs from IEDB/IMGT. The task is: Regression. Given a peptide amino acid sequence and an MHC pseudo amino acid sequence, predict their binding affinity value. This is MHC class I binding data. (1) The peptide sequence is VHGMNFTKL. The MHC is HLA-A02:03 with pseudo-sequence HLA-A02:03. The binding affinity (normalized) is 0.0847. (2) The peptide sequence is AMEDLVRAY. The MHC is HLA-B15:01 with pseudo-sequence HLA-B15:01. The binding affinity (normalized) is 0.0472.